From a dataset of Full USPTO retrosynthesis dataset with 1.9M reactions from patents (1976-2016). Predict the reactants needed to synthesize the given product. (1) Given the product [C:41]([O:45][C:46](=[O:59])[N:47]([S:55]([CH3:58])(=[O:57])=[O:56])[C:48]1[CH:49]=[CH:50][C:51]([N:27]2[C:17]3[N:18]=[C:19]([N:21]4[CH2:26][CH2:25][O:24][CH2:23][CH2:22]4)[N:20]=[C:15]([C:12]4[CH:11]=[N:10][C:9]([N:8]([CH2:7][C:6]5[CH:5]=[CH:4][C:3]([O:2][CH3:1])=[CH:40][CH:39]=5)[CH2:30][C:31]5[CH:32]=[CH:33][C:34]([O:37][CH3:38])=[CH:35][CH:36]=5)=[N:14][CH:13]=4)[C:16]=3[CH2:29][CH2:28]2)=[CH:52][CH:53]=1)([CH3:44])([CH3:43])[CH3:42], predict the reactants needed to synthesize it. The reactants are: [CH3:1][O:2][C:3]1[CH:40]=[CH:39][C:6]([CH2:7][N:8]([CH2:30][C:31]2[CH:36]=[CH:35][C:34]([O:37][CH3:38])=[CH:33][CH:32]=2)[C:9]2[N:14]=[CH:13][C:12]([C:15]3[C:16]4[CH2:29][CH2:28][NH:27][C:17]=4[N:18]=[C:19]([N:21]4[CH2:26][CH2:25][O:24][CH2:23][CH2:22]4)[N:20]=3)=[CH:11][N:10]=2)=[CH:5][CH:4]=1.[C:41]([O:45][C:46](=[O:59])[N:47]([S:55]([CH3:58])(=[O:57])=[O:56])[C:48]1[CH:53]=[CH:52][C:51](Br)=[CH:50][CH:49]=1)([CH3:44])([CH3:43])[CH3:42].BrC1C=CC(NS(C)(=O)=O)=CC=1.C(=O)(OC(C)(C)C)OC(C)(C)C.COC(=O)C1C=CC(Br)=CC=1. (2) Given the product [N:32]1([C:2]2[CH:27]=[CH:26][C:5]([CH2:6][O:7][C:8]3[CH:16]=[CH:15][C:14]4[NH:13][C:12]5[CH:17]([CH2:20][C:21]([O:23][CH2:24][CH3:25])=[O:22])[CH2:18][CH2:19][C:11]=5[C:10]=4[CH:9]=3)=[CH:4][C:3]=2[C:28]([F:31])([F:30])[F:29])[CH2:36][CH2:35][CH2:34][CH2:33]1, predict the reactants needed to synthesize it. The reactants are: Cl[C:2]1[CH:27]=[CH:26][C:5]([CH2:6][O:7][C:8]2[CH:16]=[CH:15][C:14]3[NH:13][C:12]4[CH:17]([CH2:20][C:21]([O:23][CH2:24][CH3:25])=[O:22])[CH2:18][CH2:19][C:11]=4[C:10]=3[CH:9]=2)=[CH:4][C:3]=1[C:28]([F:31])([F:30])[F:29].[NH:32]1[CH2:36][CH2:35][CH2:34][CH2:33]1.C1(C2C=CC=CC=2)C=CC=CC=1P(C(C)(C)C)C(C)(C)C.CC([O-])(C)C.[Na+]. (3) Given the product [CH3:16][O:17][C:18](=[O:30])[CH2:19][C@@H:20]1[C:28]2[C:23](=[CH:24][CH:25]=[CH:26][CH:27]=2)[CH2:22][C@H:21]1[NH:29][C:12]([C:6]1[NH:7][C:8]2[C:4]([CH:5]=1)=[CH:3][C:2]([Cl:1])=[CH:10][C:9]=2[F:11])=[O:14], predict the reactants needed to synthesize it. The reactants are: [Cl:1][C:2]1[CH:3]=[C:4]2[C:8](=[C:9]([F:11])[CH:10]=1)[NH:7][C:6]([C:12]([OH:14])=O)=[CH:5]2.Cl.[CH3:16][O:17][C:18](=[O:30])[CH2:19][C@@H:20]1[C:28]2[C:23](=[CH:24][CH:25]=[CH:26][CH:27]=2)[CH2:22][C@H:21]1[NH2:29].CCN(C(C)C)C(C)C.C1C=CC2N(O)N=NC=2C=1.CCN=C=NCCCN(C)C. (4) Given the product [CH3:48][N:47]([CH2:46][C@@H:45]1[CH2:44][C:43]2[C:38](=[CH:39][CH:40]=[CH:41][CH:42]=2)[CH2:37][N:36]1[C:34]([C:25]1[CH:26]=[CH:27][C:28]([C:30]([F:31])([F:32])[F:33])=[CH:29][C:24]=1[N:20]1[C:21]([CH3:23])=[CH:22][C:18]([C:16]([N:15]([C:12]2[CH:11]=[CH:10][C:9]([OH:8])=[CH:14][CH:13]=2)[C:50]2[CH:51]=[CH:52][CH:53]=[CH:54][CH:55]=2)=[O:17])=[CH:19]1)=[O:35])[CH3:49], predict the reactants needed to synthesize it. The reactants are: [Si]([O:8][C:9]1[CH:14]=[CH:13][C:12]([N:15]([C:50]2[CH:55]=[CH:54][CH:53]=[CH:52][CH:51]=2)[C:16]([C:18]2[CH:22]=[C:21]([CH3:23])[N:20]([C:24]3[CH:29]=[C:28]([C:30]([F:33])([F:32])[F:31])[CH:27]=[CH:26][C:25]=3[C:34]([N:36]3[C@H:45]([CH2:46][N:47]([CH3:49])[CH3:48])[CH2:44][C:43]4[C:38](=[CH:39][CH:40]=[CH:41][CH:42]=4)[CH2:37]3)=[O:35])[CH:19]=2)=[O:17])=[CH:11][CH:10]=1)(C(C)(C)C)(C)C.[OH-].[K+]. (5) Given the product [C:1]([C:3]1[S:7][C:6]([NH:8][C:9]2[N:14]=[CH:13][N:12]=[C:11]([N:15]3[CH2:20][CH2:19][NH:18][CH:17]([C:31]([NH:33][CH:34]([CH3:36])[CH3:35])=[O:32])[CH2:16]3)[CH:10]=2)=[N:5][CH:4]=1)#[N:2], predict the reactants needed to synthesize it. The reactants are: [C:1]([C:3]1[S:7][C:6]([NH:8][C:9]2[N:14]=[CH:13][N:12]=[C:11]([N:15]3[CH2:20][CH2:19][N:18](C(OCC4C=CC=CC=4)=O)[CH:17]([C:31]([NH:33][CH:34]([CH3:36])[CH3:35])=[O:32])[CH2:16]3)[CH:10]=2)=[N:5][CH:4]=1)#[N:2].C1(OC)C=CC=CC=1. (6) Given the product [CH3:32][C:27]1([CH3:33])[C:28]([CH3:31])([CH3:30])[O:29][B:25]([C:7]2[CH2:12][CH:11]([C:13]([F:16])([F:15])[F:14])[CH2:10][C:9](=[O:17])[CH:8]=2)[O:26]1, predict the reactants needed to synthesize it. The reactants are: FC(F)(F)S(O[C:7]1[CH2:12][CH:11]([C:13]([F:16])([F:15])[F:14])[CH2:10][C:9](=[O:17])[CH:8]=1)(=O)=O.CC([O-])=O.[Na+].[B:25]1([B:25]2[O:29][C:28]([CH3:31])([CH3:30])[C:27]([CH3:33])([CH3:32])[O:26]2)[O:29][C:28]([CH3:31])([CH3:30])[C:27]([CH3:33])([CH3:32])[O:26]1.C(Cl)Cl. (7) The reactants are: B(Br)(Br)Br.C[O:6][C:7]1[CH:8]=[C:9]([C:15]([C@@H:17]2[C@:26]3([CH3:27])[C@H:21]([C:22]([CH3:29])([CH3:28])[CH2:23][CH2:24][CH2:25]3)[CH2:20][C@H:19]([CH2:30][N:31]3[CH:35]=[N:34][CH:33]=[N:32]3)[C@H:18]2[CH3:36])=[O:16])[CH:10]=[C:11]([O:13]C)[CH:12]=1. Given the product [CH3:36][C@@H:18]1[C@@H:19]([CH2:30][N:31]2[CH:35]=[N:34][CH:33]=[N:32]2)[CH2:20][C@@H:21]2[C@:26]([CH3:27])([CH2:25][CH2:24][CH2:23][C:22]2([CH3:28])[CH3:29])[C@H:17]1[C:15]([C:9]1[CH:8]=[C:7]([OH:6])[CH:12]=[C:11]([OH:13])[CH:10]=1)=[O:16], predict the reactants needed to synthesize it.